Predict the product of the given reaction. From a dataset of Forward reaction prediction with 1.9M reactions from USPTO patents (1976-2016). (1) Given the reactants [C:1]1([C:7]2[C:12]([C:13]3[CH:18]=[CH:17][CH:16]=[CH:15][CH:14]=3)=[CH:11][N:10]=[C:9]([O:19][CH:20]3[CH2:25][CH2:24][CH2:23][C@H:22]([C:26]([O:28]C)=[O:27])[CH2:21]3)[N:8]=2)[CH:6]=[CH:5][CH:4]=[CH:3][CH:2]=1.O1CCCC1.[OH-].[Li+].S(=O)(=O)(O)O, predict the reaction product. The product is: [C:1]1([C:7]2[C:12]([C:13]3[CH:18]=[CH:17][CH:16]=[CH:15][CH:14]=3)=[CH:11][N:10]=[C:9]([O:19][CH:20]3[CH2:25][CH2:24][CH2:23][C@H:22]([C:26]([OH:28])=[O:27])[CH2:21]3)[N:8]=2)[CH:2]=[CH:3][CH:4]=[CH:5][CH:6]=1. (2) Given the reactants [NH2:1]/[C:2](=[CH:8]\[C:9]([O:11][CH2:12][CH3:13])=[O:10])/[C:3]([O:5][CH2:6][CH3:7])=[O:4].CC1C=CC(S(O)(=O)=O)=CC=1.O.[F:26][C:27]1[CH:37]=[CH:36][C:30]([CH2:31][C:32](=[CH2:35])[CH:33]=O)=[CH:29][CH:28]=1, predict the reaction product. The product is: [F:26][C:27]1[CH:37]=[CH:36][C:30]([CH2:31][C:32]2[CH:35]=[C:8]([C:9]([O:11][CH2:12][CH3:13])=[O:10])[C:2]([C:3]([O:5][CH2:6][CH3:7])=[O:4])=[N:1][CH:33]=2)=[CH:29][CH:28]=1. (3) Given the reactants [CH3:1][O:2][C:3]1[CH:8]=[C:7]([O:9][CH3:10])[N:6]=[C:5]([N:11]2[CH2:18][CH:17]3[CH:13]([CH2:14][NH:15][CH2:16]3)[CH2:12]2)[N:4]=1.[F:19][C:20]1[CH:28]=[CH:27][CH:26]=[C:25]([N:29]2[N:33]=[CH:32][CH:31]=[N:30]2)[C:21]=1[C:22](O)=[O:23], predict the reaction product. The product is: [CH3:1][O:2][C:3]1[CH:8]=[C:7]([O:9][CH3:10])[N:6]=[C:5]([N:11]2[CH2:18][CH:17]3[CH2:16][N:15]([C:22]([C:21]4[C:25]([N:29]5[N:33]=[CH:32][CH:31]=[N:30]5)=[CH:26][CH:27]=[CH:28][C:20]=4[F:19])=[O:23])[CH2:14][CH:13]3[CH2:12]2)[N:4]=1. (4) Given the reactants [CH2:1]([O:3][C:4]([C:6]1[S:15][C:14]2[C:13]3[CH:16]=[C:17]([OH:20])[CH:18]=[CH:19][C:12]=3[O:11][C:10]3[CH:21]=[CH:22][CH:23]=[CH:24][C:9]=3[C:8]=2[CH:7]=1)=[O:5])[CH3:2].Cl.[CH3:26][N:27]([CH3:32])[CH2:28][CH2:29][CH2:30]Cl, predict the reaction product. The product is: [CH2:1]([O:3][C:4]([C:6]1[S:15][C:14]2[C:13]3[CH:16]=[C:17]([O:20][CH2:30][CH2:29][CH2:28][N:27]([CH3:32])[CH3:26])[CH:18]=[CH:19][C:12]=3[O:11][C:10]3[CH:21]=[CH:22][CH:23]=[CH:24][C:9]=3[C:8]=2[CH:7]=1)=[O:5])[CH3:2]. (5) Given the reactants [CH3:1][O:2][C:3]1[CH:8]=[CH:7][C:6]([S:9]([N:12]2[CH2:17][CH2:16][N:15]([CH:18]([C:20]3[N:29]([CH3:30])[C:28](=[O:31])[C:27]4[C:22](=[CH:23][CH:24]=[C:25]([C:32]#[N:33])[CH:26]=4)[N:21]=3)[CH3:19])[CH2:14][CH2:13]2)(=[O:11])=[O:10])=[CH:5][CH:4]=1.[N-:34]=[N+:35]=[N-:36].[Na+].[Cl-].[NH4+], predict the reaction product. The product is: [CH3:1][O:2][C:3]1[CH:4]=[CH:5][C:6]([S:9]([N:12]2[CH2:13][CH2:14][N:15]([CH:18]([C:20]3[N:29]([CH3:30])[C:28](=[O:31])[C:27]4[C:22](=[CH:23][CH:24]=[C:25]([C:32]5[NH:36][N:35]=[N:34][N:33]=5)[CH:26]=4)[N:21]=3)[CH3:19])[CH2:16][CH2:17]2)(=[O:10])=[O:11])=[CH:7][CH:8]=1. (6) Given the reactants [Cl:1][C:2]1[CH:7]=[CH:6][C:5]([C:8]2([C:18]([NH2:20])=O)[C:16]3[C:11](=[N:12][CH:13]=[CH:14][CH:15]=3)[C:10](=[O:17])[O:9]2)=[CH:4][CH:3]=1.[CH3:21][C:22](N)([CH3:25])[CH2:23][NH2:24].C1(C)C=CC=CC=1, predict the reaction product. The product is: [Cl:1][C:2]1[CH:3]=[CH:4][C:5]([C:8]2([OH:9])[C:18]3=[N:20][C:22]([CH3:25])([CH3:21])[CH2:23][N:24]3[C:10](=[O:17])[C:11]3[N:12]=[CH:13][CH:14]=[CH:15][C:16]2=3)=[CH:6][CH:7]=1. (7) Given the reactants [F:1][C:2]1[CH:21]=[CH:20][C:5]([CH2:6][O:7][C:8]2[CH:19]=[CH:18][C:11]([CH2:12]OS(C)(=O)=O)=[CH:10][CH:9]=2)=[CH:4][CH:3]=1.[F:22][C:23]1[C:28]([F:29])=[CH:27][CH:26]=[CH:25][C:24]=1[C:30]1[N:38]=[C:33]2[CH:34]=[N:35][NH:36][CH:37]=[C:32]2[N:31]=1, predict the reaction product. The product is: [F:22][C:23]1[C:28]([F:29])=[CH:27][CH:26]=[CH:25][C:24]=1[C:30]1[N:38]=[C:33]2[CH:34]=[N:35][N:36]([CH2:12][C:11]3[CH:18]=[CH:19][C:8]([O:7][CH2:6][C:5]4[CH:20]=[CH:21][C:2]([F:1])=[CH:3][CH:4]=4)=[CH:9][CH:10]=3)[CH:37]=[C:32]2[N:31]=1. (8) Given the reactants [Cl:1][C:2]1[CH:3]=[C:4]([NH2:16])[CH:5]=[CH:6][C:7]=1[O:8][C:9]1[CH:14]=[CH:13][N:12]=[C:11](Cl)[CH:10]=1.[CH3:17][N:18]1[CH:22]=[C:21](B2OC(C)(C)C(C)(C)O2)[CH:20]=[N:19]1.C([O-])([O-])=O.[K+].[K+].O, predict the reaction product. The product is: [Cl:1][C:2]1[CH:3]=[C:4]([NH2:16])[CH:5]=[CH:6][C:7]=1[O:8][C:9]1[CH:14]=[CH:13][N:12]=[C:11]([C:21]2[CH:20]=[N:19][N:18]([CH3:17])[CH:22]=2)[CH:10]=1.